This data is from Catalyst prediction with 721,799 reactions and 888 catalyst types from USPTO. The task is: Predict which catalyst facilitates the given reaction. (1) Reactant: C([N-]C(C)C)(C)C.[Li+].[CH2:9]([N:11]1[C:19]2[C:14](=[CH:15][CH:16]=[C:17]([O:20][CH3:21])[CH:18]=2)[C:13]([C:22]#[N:23])=[CH:12]1)[CH3:10].[I:24]I. Product: [CH2:9]([N:11]1[C:19]2[C:14](=[CH:15][CH:16]=[C:17]([O:20][CH3:21])[CH:18]=2)[C:13]([C:22]#[N:23])=[C:12]1[I:24])[CH3:10]. The catalyst class is: 1. (2) Reactant: C(OC(=O)[NH:10][CH2:11][CH2:12][CH2:13][CH2:14][CH2:15][CH2:16][CH2:17][NH:18][C:19](=[O:63])[CH2:20][O:21][CH2:22][C:23](=[O:62])[NH:24][C:25]1[CH:30]=[CH:29][C:28]([CH:31]([NH:51][C:52]([CH:54]2[CH2:59][CH2:58][C:57]([F:61])([F:60])[CH2:56][CH2:55]2)=[O:53])[CH2:32][CH2:33][N:34]2[CH:39]3[CH2:40][CH2:41][CH:35]2[CH2:36][CH:37]([N:42]2[C:46]([CH3:47])=[N:45][N:44]=[C:43]2[CH:48]([CH3:50])[CH3:49])[CH2:38]3)=[CH:27][CH:26]=1)C1C=CC=CC=1. Product: [NH2:10][CH2:11][CH2:12][CH2:13][CH2:14][CH2:15][CH2:16][CH2:17][NH:18][C:19]([CH2:20][O:21][CH2:22][C:23]([NH:24][C:25]1[CH:30]=[CH:29][C:28]([CH:31]([NH:51][C:52]([CH:54]2[CH2:55][CH2:56][C:57]([F:61])([F:60])[CH2:58][CH2:59]2)=[O:53])[CH2:32][CH2:33][N:34]2[CH:39]3[CH2:40][CH2:41][CH:35]2[CH2:36][CH:37]([N:42]2[C:46]([CH3:47])=[N:45][N:44]=[C:43]2[CH:48]([CH3:50])[CH3:49])[CH2:38]3)=[CH:27][CH:26]=1)=[O:62])=[O:63]. The catalyst class is: 19.